From a dataset of Full USPTO retrosynthesis dataset with 1.9M reactions from patents (1976-2016). Predict the reactants needed to synthesize the given product. (1) Given the product [CH3:1][C@@H:2]1[NH:3][CH2:4][CH2:5][N:6]([C:17](=[O:18])[CH2:16][NH:15][C:8](=[O:9])[O:10][C:11]([CH3:12])([CH3:13])[CH3:14])[CH2:7]1, predict the reactants needed to synthesize it. The reactants are: [CH3:1][C@H:2]1[CH2:7][NH:6][CH2:5][CH2:4][NH:3]1.[C:8]([NH:15][CH2:16][C:17](O)=[O:18])([O:10][C:11]([CH3:14])([CH3:13])[CH3:12])=[O:9].C[Si](C)(C)N[Si](C)(C)C. (2) Given the product [C:1]([O:5][C:6]([N:8]1[CH2:9][CH2:10][CH:11]([CH2:14][CH2:15][CH2:16][N:17]([CH3:31])[C:18]2[CH:19]=[CH:20][C:21]([S:24][CH3:25])=[CH:22][CH:23]=2)[CH2:12][CH2:13]1)=[O:7])([CH3:3])([CH3:4])[CH3:2], predict the reactants needed to synthesize it. The reactants are: [C:1]([O:5][C:6]([N:8]1[CH2:13][CH2:12][CH:11]([CH2:14][CH2:15][CH2:16][NH:17][C:18]2[CH:23]=[CH:22][C:21]([S:24][CH3:25])=[CH:20][CH:19]=2)[CH2:10][CH2:9]1)=[O:7])([CH3:4])([CH3:3])[CH3:2].OS(O)(=O)=O.[CH2:31]=O.[BH4-].[Na+].[OH-].[Na+]. (3) Given the product [CH:38]1([N:35]2[CH2:34][CH2:33][N:32]([C:28]3[CH:27]=[C:26]([CH2:25][N:19]4[C:18](=[O:21])[CH:17]=[CH:16][C:15]([C:13]5[O:12][N:11]=[C:10]([C:7]6[CH:8]=[CH:9][C:4]([O:3][C:2]([F:22])([F:1])[F:23])=[CH:5][CH:6]=6)[N:14]=5)=[N:20]4)[CH:31]=[CH:30][N:29]=3)[CH2:37][CH2:36]2)[CH2:40][CH2:39]1, predict the reactants needed to synthesize it. The reactants are: [F:1][C:2]([F:23])([F:22])[O:3][C:4]1[CH:9]=[CH:8][C:7]([C:10]2[N:14]=[C:13]([C:15]3[CH:16]=[CH:17][C:18](=[O:21])[NH:19][N:20]=3)[O:12][N:11]=2)=[CH:6][CH:5]=1.Cl[CH2:25][C:26]1[CH:31]=[CH:30][N:29]=[C:28]([N:32]2[CH2:37][CH2:36][N:35]([CH:38]3[CH2:40][CH2:39]3)[CH2:34][CH2:33]2)[CH:27]=1. (4) Given the product [CH2:21]([O:23][C:24]([C:26]1[S:30][C:29]([NH:31][C:32]2[CH:37]=[CH:36][C:35]([Cl:38])=[CH:34][N:33]=2)=[N:28][CH:27]=1)=[O:25])[CH3:22].[Cl:38][C:35]1[CH:36]=[CH:37][C:32]([NH:31][C:29]2[S:30][C:26]([C:24]([OH:25])=[O:23])=[CH:27][N:28]=2)=[N:33][CH:34]=1, predict the reactants needed to synthesize it. The reactants are: ClC1C=CC(NC(N)=S)=NC=1.C(OC(=O)C(Cl)C=O)C.[CH2:21]([O:23][C:24]([C:26]1[S:30][C:29]([NH:31][C:32]2[CH:37]=[CH:36][C:35]([Cl:38])=[CH:34][N:33]=2)=[N:28][CH:27]=1)=[O:25])[CH3:22].[OH-].[Na+].